From a dataset of Reaction yield outcomes from USPTO patents with 853,638 reactions. Predict the reaction yield, written as a fraction of the theoretical maximum amount of product (1.0 means a 100% yield; for example, 0.34 means a 34% yield). (1) The catalyst is [C].[Pd].CO. The yield is 0.800. The reactants are [NH2:1][C:2]1([CH3:16])[C:6]2([CH2:8][CH2:7]2)[CH2:5][N:4](CC2C=CC=CC=2)[CH2:3]1.[ClH:17]. The product is [ClH:17].[ClH:17].[NH2:1][C:2]1([CH3:16])[C:6]2([CH2:8][CH2:7]2)[CH2:5][NH:4][CH2:3]1. (2) The reactants are [CH3:1][C:2]1[S:3][C:4]([CH3:9])=[CH:5][C:6]=1[CH:7]=[O:8].[CH:10]1([Mg]Br)[CH2:15][CH2:14][CH2:13][CH2:12][CH2:11]1.O1CCCC1.[Cl-].[NH4+]. The catalyst is O1CCCC1. The product is [CH:10]1([CH:7]([C:6]2[CH:5]=[C:4]([CH3:9])[S:3][C:2]=2[CH3:1])[OH:8])[CH2:15][CH2:14][CH2:13][CH2:12][CH2:11]1. The yield is 0.720. (3) The reactants are [H-].[Na+].[C:3]([O:6][CH2:7][CH2:8][C:9]1[CH:14]=[CH:13][C:12]([OH:15])=[C:11]([O:16][CH3:17])[CH:10]=1)(=[O:5])[CH3:4].Cl[CH2:19][O:20][CH2:21][CH2:22][O:23][CH3:24].O. The catalyst is O1CCCC1.CN(C)C=O.C(OCC)(=O)C. The product is [C:3]([O:6][CH2:7][CH2:8][C:9]1[CH:14]=[CH:13][C:12]([O:15][CH2:19][O:20][CH2:21][CH2:22][O:23][CH3:24])=[C:11]([O:16][CH3:17])[CH:10]=1)(=[O:5])[CH3:4]. The yield is 0.970. (4) The reactants are [Cl:1][C:2]1[C:7]([OH:8])=[C:6]([Cl:9])[CH:5]=[C:4]([CH3:10])[CH:3]=1.[O:11]1[CH2:15][CH2:14]OC1=O. The catalyst is N1C=CN=C1. The product is [Cl:1][C:2]1[CH:3]=[C:4]([CH3:10])[CH:5]=[C:6]([Cl:9])[C:7]=1[O:8][CH2:14][CH2:15][OH:11]. The yield is 0.750. (5) The reactants are N[C:2]1[CH:12]=[CH:11][C:5]([C:6]([O:8]CC)=[O:7])=[CH:4][C:3]=1[Br:13].N(OC(C)(C)C)=O.B(F)(F)F.CCOCC.[Cu][C:31]#[N:32].[C-]#N.[Na+]. The catalyst is C(Cl)Cl.C(OCC)C.O.CCOC(C)=O. The product is [Br:13][C:3]1[CH:4]=[C:5]([CH:11]=[CH:12][C:2]=1[C:31]#[N:32])[C:6]([OH:8])=[O:7]. The yield is 0.760. (6) The reactants are Br[CH:2]([CH3:13])[C:3]([C:5]1[CH:10]=[CH:9][C:8]([O:11][CH3:12])=[CH:7][CH:6]=1)=[O:4].[CH2:14]([NH:21][CH2:22][C:23]1[CH:28]=[CH:27][CH:26]=[CH:25][CH:24]=1)[C:15]1[CH:20]=[CH:19][CH:18]=[CH:17][CH:16]=1. The catalyst is CC(C)=O. The product is [CH2:22]([N:21]([CH2:14][C:15]1[CH:20]=[CH:19][CH:18]=[CH:17][CH:16]=1)[CH:2]([CH3:13])[C:3]([C:5]1[CH:10]=[CH:9][C:8]([O:11][CH3:12])=[CH:7][CH:6]=1)=[O:4])[C:23]1[CH:28]=[CH:27][CH:26]=[CH:25][CH:24]=1. The yield is 0.580. (7) The reactants are [NH2:1][C@@H:2]([CH2:32][C:33]1[CH:38]=[C:37]([F:39])[CH:36]=[C:35]([F:40])[CH:34]=1)[C@H:3]([OH:31])[CH2:4][NH:5][CH:6]1[C:15]2[C:10](=[CH:11][CH:12]=[C:13]([CH2:16][C:17]([CH3:20])([CH3:19])[CH3:18])[CH:14]=2)[N:9]([C:21]([O:23][CH2:24][C:25]2[CH:30]=[CH:29][CH:28]=[CH:27][CH:26]=2)=[O:22])[CH2:8][CH2:7]1.[C:41](N(C(=O)C)OC)(=[O:43])[CH3:42]. The catalyst is ClCCl. The product is [C:41]([NH:1][C@@H:2]([CH2:32][C:33]1[CH:38]=[C:37]([F:39])[CH:36]=[C:35]([F:40])[CH:34]=1)[C@H:3]([OH:31])[CH2:4][NH:5][CH:6]1[C:15]2[C:10](=[CH:11][CH:12]=[C:13]([CH2:16][C:17]([CH3:20])([CH3:19])[CH3:18])[CH:14]=2)[N:9]([C:21]([O:23][CH2:24][C:25]2[CH:26]=[CH:27][CH:28]=[CH:29][CH:30]=2)=[O:22])[CH2:8][CH2:7]1)(=[O:43])[CH3:42]. The yield is 0.990. (8) The reactants are [C:1]1([C:7]2[NH:11][N:10]=[C:9]([C:12]([NH:14][C:15]3[CH:20]=[CH:19][C:18]([C@@H:21]4[O:26][CH2:25][CH2:24][N:23](C(OC(C)(C)C)=O)[CH2:22]4)=[CH:17][CH:16]=3)=[O:13])[CH:8]=2)[CH:6]=[CH:5][CH:4]=[CH:3][CH:2]=1.[ClH:34]. The catalyst is O1CCOCC1. The product is [ClH:34].[NH:23]1[CH2:24][CH2:25][O:26][C@@H:21]([C:18]2[CH:17]=[CH:16][C:15]([NH:14][C:12]([C:9]3[CH:8]=[C:7]([C:1]4[CH:2]=[CH:3][CH:4]=[CH:5][CH:6]=4)[NH:11][N:10]=3)=[O:13])=[CH:20][CH:19]=2)[CH2:22]1. The yield is 0.799. (9) The catalyst is CS(C)=O. The product is [S:9]1[C:13]([C@@H:14]2[CH2:2][C@H:15]2[C:16]([O:18][CH2:19][CH3:20])=[O:17])=[CH:12][N:11]=[CH:10]1. The yield is 0.619. The reactants are [I-].[CH3:2][S+](C)(C)=O.[H-].[Na+].[S:9]1[C:13](/[CH:14]=[CH:15]/[C:16]([O:18][CH2:19][CH3:20])=[O:17])=[CH:12][N:11]=[CH:10]1. (10) The reactants are [F:1][C:2]1[CH:9]=[CH:8][C:5]([CH:6]=O)=[C:4]([OH:10])[CH:3]=1.C1(P(=[CH:30][C:31]([O:33][CH3:34])=[O:32])(C2C=CC=CC=2)C2C=CC=CC=2)C=CC=CC=1. The catalyst is C1COCC1.ClCCl. The product is [F:1][C:2]1[CH:9]=[CH:8][C:5](/[CH:6]=[CH:30]/[C:31]([O:33][CH3:34])=[O:32])=[C:4]([OH:10])[CH:3]=1. The yield is 0.930.